From a dataset of Catalyst prediction with 721,799 reactions and 888 catalyst types from USPTO. Predict which catalyst facilitates the given reaction. (1) Reactant: Cl[C:2]1[CH:9]=[C:8]([CH3:10])[C:5]([C:6]#[N:7])=[C:4]([S:11]([CH2:14][CH3:15])(=[O:13])=[O:12])[CH:3]=1.[NH:16]1[CH2:21][CH2:20][O:19][CH2:18][CH2:17]1.C(=O)([O-])[O-].[K+].[K+]. Product: [CH2:14]([S:11]([C:4]1[CH:3]=[C:2]([N:16]2[CH2:21][CH2:20][O:19][CH2:18][CH2:17]2)[CH:9]=[C:8]([CH3:10])[C:5]=1[C:6]#[N:7])(=[O:13])=[O:12])[CH3:15]. The catalyst class is: 264. (2) Reactant: F[B-](F)(F)F.[O:6]=[N+:7]=[O:8].[Br:9][C:10]1[CH:15]=[CH:14][C:13]([F:16])=[CH:12][C:11]=1[CH3:17]. Product: [Br:9][C:10]1[CH:15]=[C:14]([N+:7]([O-:8])=[O:6])[C:13]([F:16])=[CH:12][C:11]=1[CH3:17]. The catalyst class is: 4. (3) Reactant: [F:1][C:2]1[CH:7]=[CH:6][C:5]([N:8]2[C:11](=[O:12])[C@H:10]([S:13][CH2:14][C:15]([C:17]3[CH:22]=[CH:21][C:20]([O:23][CH3:24])=[CH:19][CH:18]=3)=[O:16])[C@H:9]2[C:25]2[CH:35]=[CH:34][C:28]([O:29][CH2:30][C:31]([OH:33])=O)=[CH:27][CH:26]=2)=[CH:4][CH:3]=1.Cl.[NH2:37][CH2:38][C:39]([NH:41][C@@H:42]([C:46]([O:48]C(C)(C)C)=[O:47])[CH:43]([CH3:45])[CH3:44])=[O:40].CN1CCOCC1.CN(C(ON1N=NC2C=CC=CC1=2)=[N+](C)C)C.[B-](F)(F)(F)F.FC(F)(F)C(O)=O. Product: [F:1][C:2]1[CH:3]=[CH:4][C:5]([N:8]2[C:11](=[O:12])[C@H:10]([S:13][CH2:14][C:15]([C:17]3[CH:18]=[CH:19][C:20]([O:23][CH3:24])=[CH:21][CH:22]=3)=[O:16])[C@H:9]2[C:25]2[CH:35]=[CH:34][C:28]([O:29][CH2:30][C:31]([NH:37][CH2:38][C:39]([NH:41][C@@H:42]([C:46]([OH:48])=[O:47])[CH:43]([CH3:44])[CH3:45])=[O:40])=[O:33])=[CH:27][CH:26]=2)=[CH:6][CH:7]=1. The catalyst class is: 2. (4) Reactant: [C:1]1([CH2:7][CH2:8][N:9]([CH2:21][C:22]2[CH:27]=[CH:26][C:25]([CH2:28][OH:29])=[CH:24][CH:23]=2)[C:10]2[S:11][CH:12]=[C:13]([C:15]3[CH:20]=[CH:19][CH:18]=[CH:17][CH:16]=3)[N:14]=2)[CH:6]=[CH:5][CH:4]=[CH:3][CH:2]=1.O[C:31]1[CH:36]=[CH:35][C:34]([CH2:37][CH2:38][C:39]([O:41][CH3:42])=[O:40])=[CH:33][CH:32]=1.C(P(CCCC)CCCC)CCC.N(C(N1CCCCC1)=O)=NC(N1CCCCC1)=O. Product: [C:1]1([CH2:7][CH2:8][N:9]([CH2:21][C:22]2[CH:23]=[CH:24][C:25]([CH2:28][O:29][C:31]3[CH:36]=[CH:35][C:34]([CH2:37][CH2:38][C:39]([O:41][CH3:42])=[O:40])=[CH:33][CH:32]=3)=[CH:26][CH:27]=2)[C:10]2[S:11][CH:12]=[C:13]([C:15]3[CH:20]=[CH:19][CH:18]=[CH:17][CH:16]=3)[N:14]=2)[CH:6]=[CH:5][CH:4]=[CH:3][CH:2]=1. The catalyst class is: 7. (5) Product: [F:11][C:12]1[CH:17]=[CH:16][C:15]([S:18]([C:21]([C:24]2[CH:29]=[C:28]([N:30]3[CH2:35][CH2:34][O:33][CH2:32][C@@H:31]3[CH3:36])[N:27]=[C:26]([C:37]3[CH:38]=[CH:39][C:40]([NH:41][C:2](=[O:3])[O:4][C:5]4[CH:10]=[CH:9][CH:8]=[CH:7][CH:6]=4)=[CH:42][CH:43]=3)[N:25]=2)([CH3:22])[CH3:23])(=[O:19])=[O:20])=[CH:14][CH:13]=1. The catalyst class is: 12. Reactant: Cl[C:2]([O:4][C:5]1[CH:10]=[CH:9][CH:8]=[CH:7][CH:6]=1)=[O:3].[F:11][C:12]1[CH:17]=[CH:16][C:15]([S:18]([C:21]([C:24]2[CH:29]=[C:28]([N:30]3[CH2:35][CH2:34][O:33][CH2:32][C@@H:31]3[CH3:36])[N:27]=[C:26]([C:37]3[CH:43]=[CH:42][C:40]([NH2:41])=[CH:39][CH:38]=3)[N:25]=2)([CH3:23])[CH3:22])(=[O:20])=[O:19])=[CH:14][CH:13]=1.C(=O)(O)[O-].[Na+]. (6) The catalyst class is: 13. Product: [NH2:1][C@H:2]([C:10]([OH:12])=[O:11])[CH2:3][C:4]1[CH:9]=[CH:8][CH:7]=[CH:6][CH:5]=1. Reactant: [NH:1](C(OC(C)(C)C)=O)[C@H:2]([C:10]([OH:12])=[O:11])[CH2:3][C:4]1[CH:9]=[CH:8][CH:7]=[CH:6][CH:5]=1. (7) Reactant: [N:1]1([CH2:6][CH2:7][CH2:8][NH2:9])[CH:5]=[CH:4][N:3]=[CH:2]1.[F:10][C:11]1[CH:18]=[CH:17][CH:16]=[CH:15][C:12]=1[CH:13]=O.[O:19]([C:21]#[N:22])[K].Cl.N1C=CC=CC=1.[N+:30]([CH2:32][CH2:33][C:34]1[C:42]2[C:37](=[CH:38][CH:39]=[CH:40][CH:41]=2)[NH:36][CH:35]=1)#[C-:31]. Product: [F:10][C:11]1[CH:18]=[CH:17][CH:16]=[CH:15][C:12]=1[CH:13]1[N:9]([CH2:8][CH2:7][CH2:6][N:1]2[CH:5]=[CH:4][N:3]=[CH:2]2)[C:21](=[O:19])[NH:22][C:31]1=[N:30][CH2:32][CH2:33][C:34]1[C:42]2[C:37](=[CH:38][CH:39]=[CH:40][CH:41]=2)[NH:36][CH:35]=1. The catalyst class is: 5.